From a dataset of Full USPTO retrosynthesis dataset with 1.9M reactions from patents (1976-2016). Predict the reactants needed to synthesize the given product. (1) Given the product [CH3:41][NH:42][C:20]([C:18]1[CH:17]=[CH:16][C:15]([C:23]2[CH:28]=[CH:27][C:26]([C:29]3[S:30][CH:31]=[CH:32][C:33]=3[NH:34][S:35]([CH:38]([CH3:40])[CH3:39])(=[O:36])=[O:37])=[CH:25][CH:24]=2)=[C:14]([NH:13][S:10]([CH:8]([CH3:7])[CH3:9])(=[O:12])=[O:11])[CH:19]=1)=[O:21], predict the reactants needed to synthesize it. The reactants are: C(Cl)(=O)C(Cl)=O.[CH3:7][CH:8]([S:10]([NH:13][C:14]1[CH:19]=[C:18]([C:20](O)=[O:21])[CH:17]=[CH:16][C:15]=1[C:23]1[CH:28]=[CH:27][C:26]([C:29]2[S:30][CH:31]=[CH:32][C:33]=2[NH:34][S:35]([CH:38]([CH3:40])[CH3:39])(=[O:37])=[O:36])=[CH:25][CH:24]=1)(=[O:12])=[O:11])[CH3:9].[CH3:41][N:42](C=O)C.CN. (2) The reactants are: Br[C:2]1[C:3]([NH2:9])=[N:4][C:5]([Cl:8])=[N:6][CH:7]=1.[CH2:10]([O:12][CH:13]=[CH:14]C)[CH3:11].COCCOC.C1(C)C=CC=CC=1.O.CCO. Given the product [Cl:8][C:5]1[N:4]=[C:3]([NH2:9])[C:2]([CH:11]=[CH:10][O:12][CH2:13][CH3:14])=[CH:7][N:6]=1, predict the reactants needed to synthesize it. (3) Given the product [Cl:34][C:12]1[C:13]([C:29]#[N:30])=[C:14]([C:16]2[CH:21]=[CH:20][C:19]([O:22][C:23]3[CH:28]=[CH:27][CH:26]=[CH:25][CH:24]=3)=[CH:18][CH:17]=2)[N:15]=[C:10]([C:7]2[CH:8]=[CH:9][C:4]([N+:1]([O-:3])=[O:2])=[CH:5][CH:6]=2)[CH:11]=1, predict the reactants needed to synthesize it. The reactants are: [N+:1]([C:4]1[CH:9]=[CH:8][C:7]([C:10]2[NH:15][C:14]([C:16]3[CH:21]=[CH:20][C:19]([O:22][C:23]4[CH:28]=[CH:27][CH:26]=[CH:25][CH:24]=4)=[CH:18][CH:17]=3)=[C:13]([C:29]#[N:30])[C:12](=O)[CH:11]=2)=[CH:6][CH:5]=1)([O-:3])=[O:2].P(Cl)(Cl)([Cl:34])=O. (4) Given the product [CH2:1]([O:3][C:4](=[O:29])[CH:5]([O:25][CH:26]([CH3:28])[CH3:27])[CH2:6][C:7]1[CH:15]=[C:14]([CH2:16][NH:17][C:18]([O:20][C:21]([CH3:22])([CH3:23])[CH3:24])=[O:19])[C:10]2[O:11][CH2:12][CH2:13][C:9]=2[CH:8]=1)[CH3:2], predict the reactants needed to synthesize it. The reactants are: [CH2:1]([O:3][C:4](=[O:29])[CH:5]([O:25][CH:26]([CH3:28])[CH3:27])[CH2:6][C:7]1[CH:15]=[C:14]([CH2:16][NH:17][C:18]([O:20][C:21]([CH3:24])([CH3:23])[CH3:22])=[O:19])[C:10]2[O:11][CH:12]=[CH:13][C:9]=2[CH:8]=1)[CH3:2].